From a dataset of CYP1A2 inhibition data for predicting drug metabolism from PubChem BioAssay. Regression/Classification. Given a drug SMILES string, predict its absorption, distribution, metabolism, or excretion properties. Task type varies by dataset: regression for continuous measurements (e.g., permeability, clearance, half-life) or binary classification for categorical outcomes (e.g., BBB penetration, CYP inhibition). Dataset: cyp1a2_veith. (1) The molecule is Cc1ccc(NC2=C(C(=O)c3ccccc3)N(C)S(=O)(=O)c3ccccc32)cc1. The result is 0 (non-inhibitor). (2) The drug is Cc1ccccc1-c1cc(-n2ccnc2)ncn1. The result is 1 (inhibitor). (3) The molecule is c1ccc(CSc2nnc3c4ccccc4c4ccccc4c3n2)cc1. The result is 1 (inhibitor).